From a dataset of Forward reaction prediction with 1.9M reactions from USPTO patents (1976-2016). Predict the product of the given reaction. Given the reactants [CH:1]1([CH:7]([NH:22][C:23]2[CH:31]=[CH:30][C:26]([C:27](O)=[O:28])=[CH:25][CH:24]=2)[C:8]2[CH:12]=[C:11]([C:13]3[CH:14]=[N:15][C:16]([O:19][CH3:20])=[CH:17][CH:18]=3)[O:10][C:9]=2[CH3:21])[CH2:6][CH2:5][CH2:4][CH2:3][CH2:2]1.[CH3:32][NH:33][CH2:34][CH2:35][C:36]([O:38][CH2:39][CH3:40])=[O:37].Cl.C(N=C=NCCCN(C)C)C.O.OC1C2N=NNC=2C=CC=1, predict the reaction product. The product is: [CH:1]1([CH:7]([NH:22][C:23]2[CH:31]=[CH:30][C:26]([C:27]([N:33]([CH3:32])[CH2:34][CH2:35][C:36]([O:38][CH2:39][CH3:40])=[O:37])=[O:28])=[CH:25][CH:24]=2)[C:8]2[CH:12]=[C:11]([C:13]3[CH:14]=[N:15][C:16]([O:19][CH3:20])=[CH:17][CH:18]=3)[O:10][C:9]=2[CH3:21])[CH2:2][CH2:3][CH2:4][CH2:5][CH2:6]1.